Dataset: Forward reaction prediction with 1.9M reactions from USPTO patents (1976-2016). Task: Predict the product of the given reaction. Given the reactants [O:1]=[C:2]1[C:10]2[C:5](=[CH:6][CH:7]=[CH:8][CH:9]=2)[C:4](=[O:11])[N:3]1[CH2:12][C:13]1[N:17]([CH3:18])[N:16]=[C:15]([C:19]([O:21]CC)=[O:20])[CH:14]=1.O, predict the reaction product. The product is: [O:11]=[C:4]1[C:5]2[C:10](=[CH:9][CH:8]=[CH:7][CH:6]=2)[C:2](=[O:1])[N:3]1[CH2:12][C:13]1[N:17]([CH3:18])[N:16]=[C:15]([C:19]([OH:21])=[O:20])[CH:14]=1.